From a dataset of Catalyst prediction with 721,799 reactions and 888 catalyst types from USPTO. Predict which catalyst facilitates the given reaction. Reactant: [CH3:1][S:2]([O:5][C@@H:6]([CH2:11][C:12]1[CH:17]=[CH:16][CH:15]=[CH:14][CH:13]=1)[C:7]([O:9]C)=[O:8])(=[O:4])=[O:3].C(O)=O.S(=O)(=O)(O)O. Product: [CH3:1][S:2]([O:5][C@@H:6]([CH2:11][C:12]1[CH:17]=[CH:16][CH:15]=[CH:14][CH:13]=1)[C:7]([OH:9])=[O:8])(=[O:4])=[O:3]. The catalyst class is: 6.